Dataset: Reaction yield outcomes from USPTO patents with 853,638 reactions. Task: Predict the reaction yield, written as a fraction of the theoretical maximum amount of product (1.0 means a 100% yield; for example, 0.34 means a 34% yield). (1) The reactants are [CH3:1][N:2]([CH3:24])[CH2:3][CH2:4][N:5]1[C:13]2[C:8](=[CH:9][C:10]([O:14][C:15]3[CH:22]=[CH:21][C:20]([F:23])=[CH:19][C:16]=3[C:17]#[N:18])=[CH:11][CH:12]=2)[CH:7]=[N:6]1.[H-].[H-].[H-].[H-].[Li+].[Al+3]. The catalyst is C1COCC1. The product is [NH2:18][CH2:17][C:16]1[CH:19]=[C:20]([F:23])[CH:21]=[CH:22][C:15]=1[O:14][C:10]1[CH:9]=[C:8]2[C:13](=[CH:12][CH:11]=1)[N:5]([CH2:4][CH2:3][N:2]([CH3:24])[CH3:1])[N:6]=[CH:7]2. The yield is 0.970. (2) The reactants are [CH2:1]([O:8][C@H:9]1[C@H:15]([O:16][CH2:17][C:18]2[CH:23]=[CH:22][CH:21]=[CH:20][CH:19]=2)[C@@H:14]([O:24][CH2:25][C:26]2[CH:31]=[CH:30][CH:29]=[CH:28][CH:27]=2)[C@:13]2([C:33]3[CH:38]=[CH:37][C:36]([Cl:39])=[C:35]([CH2:40][C:41]4[CH:46]=[CH:45][C:44]([O:47][CH2:48][C:49]([F:52])([F:51])[F:50])=[CH:43][CH:42]=4)[CH:34]=3)[O:32][C@@:10]1([CH:53]=[O:54])[CH2:11][O:12]2)[C:2]1[CH:7]=[CH:6][CH:5]=[CH:4][CH:3]=1.[CH3:55][Mg]Br. The catalyst is O1CCCC1. The product is [CH2:1]([O:8][C@H:9]1[C@H:15]([O:16][CH2:17][C:18]2[CH:23]=[CH:22][CH:21]=[CH:20][CH:19]=2)[C@@H:14]([O:24][CH2:25][C:26]2[CH:31]=[CH:30][CH:29]=[CH:28][CH:27]=2)[C@:13]2([C:33]3[CH:38]=[CH:37][C:36]([Cl:39])=[C:35]([CH2:40][C:41]4[CH:42]=[CH:43][C:44]([O:47][CH2:48][C:49]([F:52])([F:51])[F:50])=[CH:45][CH:46]=4)[CH:34]=3)[O:32][C@@:10]1([CH:53]([OH:54])[CH3:55])[CH2:11][O:12]2)[C:2]1[CH:3]=[CH:4][CH:5]=[CH:6][CH:7]=1. The yield is 0.691.